Dataset: Reaction yield outcomes from USPTO patents with 853,638 reactions. Task: Predict the reaction yield, written as a fraction of the theoretical maximum amount of product (1.0 means a 100% yield; for example, 0.34 means a 34% yield). (1) The reactants are [CH2:1]([Li])[CH2:2][CH2:3]C.[CH2:6]([CH2:9]OC)[O:7]C.[Cl:12][C:13]1[CH:18]=[CH:17][C:16]([S:19]([CH2:22][C:23]2[CH:28]=[C:27]([F:29])[CH:26]=[CH:25][C:24]=2[F:30])(=[O:21])=[O:20])=[CH:15][CH:14]=1. The catalyst is ClCCl.C(OCC)(=O)C.CCCCCC.CCCCCC.O. The product is [Cl:12][C:13]1[CH:18]=[CH:17][C:16]([S:19]([CH:22]([C:23]2[CH:28]=[C:27]([F:29])[CH:26]=[CH:25][C:24]=2[F:30])[CH2:1][CH2:2][CH2:3][CH2:9][CH:6]=[O:7])(=[O:21])=[O:20])=[CH:15][CH:14]=1. The yield is 0.840. (2) The reactants are [C:1]1([CH3:21])[CH:6]=[C:5]([CH3:7])[CH:4]=[C:3]([CH3:8])[C:2]=1[S:9]([N:12]1[C:16]2[CH:17]=[CH:18][CH:19]=[CH:20][C:15]=2[N:14]=[CH:13]1)(=[O:11])=[O:10].[Li]CCCC.[C:27]([P:31]([C:33]([CH3:36])([CH3:35])[CH3:34])Cl)([CH3:30])([CH3:29])[CH3:28].CO. The catalyst is C1COCC1.C(=O)=O.CC(C)=O. The product is [C:27]([P:31]([C:33]([CH3:36])([CH3:35])[CH3:34])[C:13]1[N:12]([S:9]([C:2]2[C:3]([CH3:8])=[CH:4][C:5]([CH3:7])=[CH:6][C:1]=2[CH3:21])(=[O:11])=[O:10])[C:16]2[CH:17]=[CH:18][CH:19]=[CH:20][C:15]=2[N:14]=1)([CH3:30])([CH3:29])[CH3:28]. The yield is 0.440. (3) The reactants are [CH3:1][C:2]1([CH3:12])[C:10]2[C:5](=[CH:6][CH:7]=[CH:8][CH:9]=2)[C:4](=O)[CH2:3]1.Cl.[NH2:14][OH:15].[OH-].[Na+]. The catalyst is CO.O. The product is [CH3:1][C:2]1([CH3:12])[C:10]2[C:5](=[CH:6][CH:7]=[CH:8][CH:9]=2)[C:4](=[N:14][OH:15])[CH2:3]1. The yield is 0.970.